From a dataset of Full USPTO retrosynthesis dataset with 1.9M reactions from patents (1976-2016). Predict the reactants needed to synthesize the given product. (1) Given the product [F:24][CH:2]([F:1])[C:3]1[NH:14][C:6]2=[N:7][CH:8]=[CH:9][C:10]([C:26]3[CH:27]=[CH:28][C:29]([S:32]([NH:35][CH:36]4[CH2:41][CH2:40][NH:39][CH2:38][CH2:37]4)(=[O:34])=[O:33])=[N:30][CH:31]=3)=[C:5]2[CH:4]=1, predict the reactants needed to synthesize it. The reactants are: [F:1][CH:2]([F:24])[C:3]1[N:14](S(C2C=CC=CC=2)(=O)=O)[C:6]2=[N:7][CH:8]=[CH:9][C:10](B(O)O)=[C:5]2[CH:4]=1.Br[C:26]1[CH:27]=[CH:28][C:29]([S:32]([NH:35][CH:36]2[CH2:41][CH2:40][N:39](C(OC(C)(C)C)=O)[CH2:38][CH2:37]2)(=[O:34])=[O:33])=[N:30][CH:31]=1.C(=O)(O)[O-].[Na+].CC(O)C. (2) Given the product [F:11][C:8]1[C:9]([F:10])=[C:2]([C:16]2[C:17]([CH3:21])=[CH:18][CH:19]=[CH:20][C:15]=2[CH3:14])[C:3]([F:13])=[C:4]([F:12])[C:5]=1[C:6]#[N:7], predict the reactants needed to synthesize it. The reactants are: Br[C:2]1[C:9]([F:10])=[C:8]([F:11])[C:5]([C:6]#[N:7])=[C:4]([F:12])[C:3]=1[F:13].[CH3:14][C:15]1[CH:20]=[CH:19][CH:18]=[C:17]([CH3:21])[C:16]=1B(O)O.COC1C=CC=C(OC)C=1C1C=CC=CC=1P(C1CCCCC1)C1CCCCC1.P([O-])([O-])([O-])=O.[K+].[K+].[K+]. (3) Given the product [NH2:1][C:2]1[N:6]([C:7]2[CH:8]=[CH:9][C:10]([F:13])=[CH:11][CH:12]=2)[N:5]=[C:4]([CH2:14][CH3:15])[C:3]=1[C:16]([OH:18])=[O:17], predict the reactants needed to synthesize it. The reactants are: [NH2:1][C:2]1[N:6]([C:7]2[CH:12]=[CH:11][C:10]([F:13])=[CH:9][CH:8]=2)[N:5]=[C:4]([CH2:14][CH3:15])[C:3]=1[C:16]([O:18]CC)=[O:17].[OH-].[Na+].CC(O)=O.C(OCC)(=O)C. (4) Given the product [CH3:1][O:2][C:3](=[O:32])[CH2:4][N:5]1[CH2:6][C:7]([C:9]([CH3:16])([CH3:17])[O:10][SiH2:11][C:12]([CH3:13])([CH3:14])[CH3:15])=[CH:8][CH2:20][CH:19]([NH:23][C:24]([O:26][C:27]([CH3:29])([CH3:30])[CH3:28])=[O:25])[C:18]1=[O:31], predict the reactants needed to synthesize it. The reactants are: [CH3:1][O:2][C:3](=[O:32])[CH2:4][N:5]([C:18](=[O:31])[CH:19]([NH:23][C:24]([O:26][C:27]([CH3:30])([CH3:29])[CH3:28])=[O:25])[CH2:20]C=C)[CH2:6][C:7]([C:9]([CH3:17])([CH3:16])[O:10][SiH2:11][C:12]([CH3:15])([CH3:14])[CH3:13])=[CH2:8].CS(C)=O.